From a dataset of Catalyst prediction with 721,799 reactions and 888 catalyst types from USPTO. Predict which catalyst facilitates the given reaction. (1) Reactant: [CH3:1][O:2][C:3]([C:5]1[CH:10]=[N:9][C:8](Cl)=[CH:7][N:6]=1)=[O:4].[NH:12]1[CH2:17][CH2:16][O:15][CH2:14][CH2:13]1.CCN(CC)CC.[Na+].[Cl-]. Product: [CH3:1][O:2][C:3]([C:5]1[CH:10]=[N:9][C:8]([N:12]2[CH2:17][CH2:16][O:15][CH2:14][CH2:13]2)=[CH:7][N:6]=1)=[O:4]. The catalyst class is: 38. (2) Reactant: [Cl:1][C:2]1[CH:7]=[CH:6][C:5]([C@@H:8]2[N:14]([C:15]([N:17]3[CH2:22][CH2:21][O:20][CH2:19][CH2:18]3)=[O:16])[CH2:13][C:12]3[CH:23]=[CH:24][C:25]([C:27](OC)=[O:28])=[CH:26][C:11]=3[O:10][CH2:9]2)=[CH:4][CH:3]=1.[NH2:31][OH:32].[OH-].[Na+]. Product: [Cl:1][C:2]1[CH:7]=[CH:6][C:5]([C@@H:8]2[N:14]([C:15]([N:17]3[CH2:22][CH2:21][O:20][CH2:19][CH2:18]3)=[O:16])[CH2:13][C:12]3[CH:23]=[CH:24][C:25]([C:27]([NH:31][OH:32])=[O:28])=[CH:26][C:11]=3[O:10][CH2:9]2)=[CH:4][CH:3]=1. The catalyst class is: 36. (3) Reactant: N1C=CC=CC=1.Cl.[CH3:8][NH:9][O:10][CH3:11].[C:12]1([C:22](Cl)=[O:23])[C:21]2[C:16](=[CH:17][CH:18]=[CH:19][CH:20]=2)[CH:15]=[CH:14][CH:13]=1.O. Product: [CH3:8][N:9]([C:22]([C:12]1[C:21]2[C:16](=[CH:17][CH:18]=[CH:19][CH:20]=2)[CH:15]=[CH:14][CH:13]=1)=[O:23])[O:10][CH3:11]. The catalyst class is: 4. (4) Reactant: [C:1]([O:5][C:6]([NH:8][CH2:9][C@H:10]1[CH2:15][CH2:14][C@H:13]([C:16]([NH:18][C@H:19]([C:37]([NH:39][C:40]2[CH:45]=[CH:44][C:43]([C:46]3[NH:50][N:49]=[C:48]([C:51]([F:59])([F:58])[C:52]([C:55]([OH:57])=[O:56])([F:54])[F:53])[N:47]=3)=[CH:42][CH:41]=2)=[O:38])[CH2:20][C:21]2[CH:26]=[CH:25][C:24]([C:27]3[CH:32]=[CH:31][C:30]([C:33](O)=[O:34])=[CH:29][C:28]=3[CH3:36])=[CH:23][CH:22]=2)=[O:17])[CH2:12][CH2:11]1)=[O:7])([CH3:4])([CH3:3])[CH3:2].[CH3:60][N:61]([CH3:69])[CH:62]1[CH2:67][CH2:66][CH:65]([NH2:68])[CH2:64][CH2:63]1.C(N(CC)C(C)C)(C)C.F[P-](F)(F)(F)(F)F.CN(C(ON1C2=NC=CC=C2N=N1)=[N+](C)C)C. Product: [C:1]([O:5][C:6]([NH:8][CH2:9][C@H:10]1[CH2:15][CH2:14][C@H:13]([C:16]([NH:18][C@@H:19]([CH2:20][C:21]2[CH:26]=[CH:25][C:24]([C:27]3[CH:32]=[CH:31][C:30]([C:33](=[O:34])[NH:68][CH:65]4[CH2:66][CH2:67][CH:62]([N:61]([CH3:69])[CH3:60])[CH2:63][CH2:64]4)=[CH:29][C:28]=3[CH3:36])=[CH:23][CH:22]=2)[C:37]([NH:39][C:40]2[CH:41]=[CH:42][C:43]([C:46]3[NH:50][N:49]=[C:48]([C:51]([F:58])([F:59])[C:52]([F:54])([F:53])[C:55]([OH:57])=[O:56])[N:47]=3)=[CH:44][CH:45]=2)=[O:38])=[O:17])[CH2:12][CH2:11]1)=[O:7])([CH3:2])([CH3:3])[CH3:4]. The catalyst class is: 9. (5) Reactant: [CH2:1]([O:3][C:4]([CH:6]1[C:8]([C:9]2[CH:14]=[CH:13][CH:12]=[CH:11][CH:10]=2)=[C:7]1C1C=CC=CC=1)=[O:5])[CH3:2].[N+:21](=[CH2:23])=[N-:22].[C:24](O)(=O)[CH3:25].N#N. Product: [CH2:1]([O:3][C:4]([C:6]1[C:7]([C:25]2[CH:24]=[CH:8][CH:7]=[CH:6][CH:4]=2)=[CH:23][N:21]=[N:22][C:8]=1[C:9]1[CH:14]=[CH:13][CH:12]=[CH:11][CH:10]=1)=[O:5])[CH3:2]. The catalyst class is: 27. (6) Reactant: [C:1]([O:5][C:6](=[O:37])[NH:7][C:8]1([C:12]2[CH:17]=[CH:16][C:15]([C:18]3[C:23]([C:24]4[CH:29]=[CH:28][CH:27]=[CH:26][CH:25]=4)=[CH:22][C:21]([N+:30]([O-])=O)=[C:20]([CH2:33][N+:34]([O-])=O)[N:19]=3)=[CH:14][CH:13]=2)[CH2:11][CH2:10][CH2:9]1)([CH3:4])([CH3:3])[CH3:2]. Product: [C:1]([O:5][C:6](=[O:37])[NH:7][C:8]1([C:12]2[CH:13]=[CH:14][C:15]([C:18]3[C:23]([C:24]4[CH:25]=[CH:26][CH:27]=[CH:28][CH:29]=4)=[CH:22][C:21]([NH2:30])=[C:20]([CH2:33][NH2:34])[N:19]=3)=[CH:16][CH:17]=2)[CH2:9][CH2:10][CH2:11]1)([CH3:4])([CH3:2])[CH3:3]. The catalyst class is: 319. (7) Reactant: C([O:3][C:4]([C:6]1[C:11]([C:12]2[CH:17]=[CH:16][C:15]([O:18][C:19]3[CH:24]=[CH:23][CH:22]=[CH:21][CH:20]=3)=[CH:14][CH:13]=2)=[CH:10][C:9]([CH:25]2[CH2:30][CH2:29][N:28]([C:31]([O:33][C:34]([CH3:37])([CH3:36])[CH3:35])=[O:32])[CH2:27][CH2:26]2)=[CH:8][CH:7]=1)=[O:5])C.[OH-].[Na+]. Product: [C:34]([O:33][C:31]([N:28]1[CH2:29][CH2:30][CH:25]([C:9]2[CH:10]=[C:11]([C:12]3[CH:13]=[CH:14][C:15]([O:18][C:19]4[CH:20]=[CH:21][CH:22]=[CH:23][CH:24]=4)=[CH:16][CH:17]=3)[C:6]([C:4]([OH:5])=[O:3])=[CH:7][CH:8]=2)[CH2:26][CH2:27]1)=[O:32])([CH3:37])([CH3:35])[CH3:36]. The catalyst class is: 87. (8) Reactant: C(OC(=O)[N:7]([CH2:22][CH2:23][N:24]([CH:29]1[CH2:34][CH2:33][CH2:32][CH2:31][CH2:30]1)[C:25](=[O:28])[CH:26]=[CH2:27])[CH2:8][CH2:9][C:10]1[C:15]2[O:16][CH2:17][C:18](=[O:20])[NH:19][C:14]=2[C:13]([OH:21])=[CH:12][CH:11]=1)(C)(C)C.[Cl:36][C:37]1[CH:38]=[C:39]([CH2:44][NH2:45])[CH:40]=[CH:41][C:42]=1[Cl:43].FC(F)(F)C(O)=O. Product: [CH:29]1([N:24]([CH2:23][CH2:22][NH:7][CH2:8][CH2:9][C:10]2[C:15]3[O:16][CH2:17][C:18](=[O:20])[NH:19][C:14]=3[C:13]([OH:21])=[CH:12][CH:11]=2)[C:25](=[O:28])[CH2:26][CH2:27][NH:45][CH2:44][C:39]2[CH:40]=[CH:41][C:42]([Cl:43])=[C:37]([Cl:36])[CH:38]=2)[CH2:30][CH2:31][CH2:32][CH2:33][CH2:34]1. The catalyst class is: 8.